From a dataset of Forward reaction prediction with 1.9M reactions from USPTO patents (1976-2016). Predict the product of the given reaction. (1) Given the reactants [C:1]([C:5]1[CH:6]=[C:7]([NH:11][C:12]([CH:14]2[CH2:23][CH2:22][C:21]3[C:16](=[CH:17][C:18]([O:24][C:25]4[CH:30]=[CH:29][N:28]=[C:27]([N:31](CC5C=CC(OC)=CC=5)[CH3:32])[CH:26]=4)=[CH:19][CH:20]=3)[CH2:15]2)=[O:13])[CH:8]=[CH:9][CH:10]=1)([CH3:4])([CH3:3])[CH3:2], predict the reaction product. The product is: [C:1]([C:5]1[CH:6]=[C:7]([NH:11][C:12]([CH:14]2[CH2:23][CH2:22][C:21]3[C:16](=[CH:17][C:18]([O:24][C:25]4[CH:30]=[CH:29][N:28]=[C:27]([NH:31][CH3:32])[CH:26]=4)=[CH:19][CH:20]=3)[CH2:15]2)=[O:13])[CH:8]=[CH:9][CH:10]=1)([CH3:4])([CH3:2])[CH3:3]. (2) Given the reactants [Cl:1][C:2]1[CH:10]=[CH:9][C:5]([C:6]([OH:8])=O)=[C:4]([NH:11][CH2:12][CH3:13])[N:3]=1.[CH2:14]([N:16](CC)CC)C.CN.F[P-](F)(F)(F)(F)F.N1(O[P+](N(C)C)(N(C)C)N(C)C)C2C=CC=CC=2N=N1, predict the reaction product. The product is: [Cl:1][C:2]1[CH:10]=[CH:9][C:5]([C:6]([NH:16][CH3:14])=[O:8])=[C:4]([NH:11][CH2:12][CH3:13])[N:3]=1. (3) Given the reactants I[C:2]1[C:10]2[C:5](=[N:6][CH:7]=[N:8][C:9]=2[NH2:11])[NH:4][N:3]=1.[F:12][C:13]1[CH:14]=[C:15](B(O)O)[CH:16]=[C:17]([OH:19])[CH:18]=1.[O-]P([O-])([O-])=O.[K+].[K+].[K+], predict the reaction product. The product is: [NH2:11][C:9]1[N:8]=[CH:7][N:6]=[C:5]2[NH:4][N:3]=[C:2]([C:15]3[CH:16]=[C:17]([OH:19])[CH:18]=[C:13]([F:12])[CH:14]=3)[C:10]=12. (4) Given the reactants [C:1]([NH:24][CH2:25][CH2:26][NH:27][C:28](=[O:35])/[CH:29]=[CH:30]/[C:31]([O:33]C)=[O:32])(=[O:23])[CH2:2][CH2:3]/[CH:4]=[CH:5]\[CH2:6]/[CH:7]=[CH:8]\[CH2:9]/[CH:10]=[CH:11]\[CH2:12]/[CH:13]=[CH:14]\[CH2:15]/[CH:16]=[CH:17]\[CH2:18]/[CH:19]=[CH:20]\[CH2:21][CH3:22].[OH-].[Na+], predict the reaction product. The product is: [C:1]([NH:24][CH2:25][CH2:26][NH:27][C:28](=[O:35])/[CH:29]=[CH:30]/[C:31]([OH:33])=[O:32])(=[O:23])[CH2:2][CH2:3]/[CH:4]=[CH:5]\[CH2:6]/[CH:7]=[CH:8]\[CH2:9]/[CH:10]=[CH:11]\[CH2:12]/[CH:13]=[CH:14]\[CH2:15]/[CH:16]=[CH:17]\[CH2:18]/[CH:19]=[CH:20]\[CH2:21][CH3:22]. (5) Given the reactants [C:1]([C:4]1[CH:13]=[CH:12][C:11]([OH:14])=[C:10]2[C:5]=1[CH:6]=[CH:7][CH:8]=[N:9]2)(=[O:3])[CH3:2].C(=O)([O-])[O-].[K+].[K+].[CH2:21](Br)[C:22]1[CH:27]=[CH:26][CH:25]=[CH:24][CH:23]=1, predict the reaction product. The product is: [C:1]([C:4]1[CH:13]=[CH:12][C:11]([O:14][CH2:21][C:22]2[CH:27]=[CH:26][CH:25]=[CH:24][CH:23]=2)=[C:10]2[C:5]=1[CH:6]=[CH:7][CH:8]=[N:9]2)(=[O:3])[CH3:2]. (6) The product is: [O:7]=[C:5]([C:8]1[N:9]=[C:10]([C:14]([O:16][CH3:17])=[O:15])[CH:11]=[CH:12][CH:13]=1)[C:20]#[C:19][C:18]1[CH:23]=[CH:22][S:1][CH:24]=1. Given the reactants [S:1](Cl)(Cl)=O.[C:5]([C:8]1[CH:13]=[CH:12][CH:11]=[C:10]([C:14]([O:16][CH3:17])=[O:15])[N:9]=1)([OH:7])=O.[C:18]1([CH3:24])[CH:23]=[CH:22]C=[CH:20][CH:19]=1, predict the reaction product.